This data is from NCI-60 drug combinations with 297,098 pairs across 59 cell lines. The task is: Regression. Given two drug SMILES strings and cell line genomic features, predict the synergy score measuring deviation from expected non-interaction effect. Synergy scores: CSS=23.7, Synergy_ZIP=-6.34, Synergy_Bliss=-0.707, Synergy_Loewe=-0.767, Synergy_HSA=-0.731. Cell line: HOP-92. Drug 2: C#CCC(CC1=CN=C2C(=N1)C(=NC(=N2)N)N)C3=CC=C(C=C3)C(=O)NC(CCC(=O)O)C(=O)O. Drug 1: CC1C(C(CC(O1)OC2CC(CC3=C2C(=C4C(=C3O)C(=O)C5=C(C4=O)C(=CC=C5)OC)O)(C(=O)C)O)N)O.Cl.